Predict the product of the given reaction. From a dataset of Forward reaction prediction with 1.9M reactions from USPTO patents (1976-2016). (1) The product is: [ClH:45].[CH3:19][C:4]1[CH:5]=[C:6]([O:8][CH2:9][CH2:10][CH2:11][C:12]2[CH:17]=[CH:16][CH:15]=[C:14]([CH3:18])[N:13]=2)[CH:7]=[C:2]([CH3:1])[C:3]=1[C:20]1[CH:25]=[CH:24][CH:23]=[C:22]([CH2:26][O:27][C:28]2[CH:33]=[CH:32][C:31]([CH2:34][CH2:35][C:36]([OH:38])=[O:37])=[CH:30][CH:29]=2)[CH:21]=1. Given the reactants [CH3:1][C:2]1[CH:7]=[C:6]([O:8][CH2:9][CH2:10][CH2:11][C:12]2[CH:17]=[CH:16][CH:15]=[C:14]([CH3:18])[N:13]=2)[CH:5]=[C:4]([CH3:19])[C:3]=1[C:20]1[CH:25]=[CH:24][CH:23]=[C:22]([CH2:26][O:27][C:28]2[CH:33]=[CH:32][C:31]([CH2:34][CH2:35][C:36]([OH:38])=[O:37])=[CH:30][CH:29]=2)[CH:21]=1.C(OCC)(=O)C.[ClH:45], predict the reaction product. (2) Given the reactants [Cl:1][C:2]1[CH:16]=[CH:15][C:5]([O:6][CH2:7][C:8]([O:10][C:11]([CH3:14])([CH3:13])[CH3:12])=[O:9])=[C:4]([CH:17](O)[CH3:18])[CH:3]=1.CCN(C(C)C)C(C)C.CS([Cl:33])(=O)=O, predict the reaction product. The product is: [Cl:1][C:2]1[CH:16]=[CH:15][C:5]([O:6][CH2:7][C:8]([O:10][C:11]([CH3:14])([CH3:13])[CH3:12])=[O:9])=[C:4]([CH:17]([Cl:33])[CH3:18])[CH:3]=1. (3) Given the reactants [Cl:1][C:2]1[C:3](I)=[C:4]([F:9])[C:5]([NH2:8])=[N:6][CH:7]=1.[CH3:11][N:12](C=O)C.CCOC(C)=O, predict the reaction product. The product is: [NH2:8][C:5]1[C:4]([F:9])=[C:3]([C:2]([Cl:1])=[CH:7][N:6]=1)[C:11]#[N:12]. (4) Given the reactants [CH2:1]([O:3][CH:4]([O:8][CH2:9][CH3:10])[C@@H:5]([NH2:7])[CH3:6])[CH3:2].[S:11]1[CH:15]=[C:14]([CH:16]=O)[C:13]2[CH:18]=[CH:19][CH:20]=[CH:21][C:12]1=2, predict the reaction product. The product is: [S:11]1[CH:15]=[C:14]([CH2:16][NH:7][C@@H:5]([CH3:6])[CH:4]([O:8][CH2:9][CH3:10])[O:3][CH2:1][CH3:2])[C:13]2[CH:18]=[CH:19][CH:20]=[CH:21][C:12]1=2. (5) Given the reactants [CH3:1][N:2]1[C:6]2[CH:7]=[CH:8][C:9]([C:11](O)=[O:12])=[CH:10][C:5]=2[N:4]=[C:3]1[NH:14][C:15]1[S:16][C:17]2[CH:23]=[C:22]([O:24][C:25]([F:28])([F:27])[F:26])[CH:21]=[CH:20][C:18]=2[N:19]=1.[NH2:29][CH2:30][CH2:31][O:32][CH2:33][CH2:34][CH2:35][OH:36].CN(C(ON1N=NC2C=CC=CC1=2)=[N+](C)C)C.F[P-](F)(F)(F)(F)F.CCN(C(C)C)C(C)C, predict the reaction product. The product is: [OH:36][CH2:35][CH2:34][CH2:33][O:32][CH2:31][CH2:30][NH:29][C:11]([C:9]1[CH:8]=[CH:7][C:6]2[N:2]([CH3:1])[C:3]([NH:14][C:15]3[S:16][C:17]4[CH:23]=[C:22]([O:24][C:25]([F:27])([F:28])[F:26])[CH:21]=[CH:20][C:18]=4[N:19]=3)=[N:4][C:5]=2[CH:10]=1)=[O:12]. (6) Given the reactants C([O:3][C:4](=[O:23])[C:5]([CH2:15][C:16]1[CH:21]=[CH:20][C:19]([OH:22])=[CH:18][CH:17]=1)([O:8][C:9]1[CH:14]=[CH:13][CH:12]=[CH:11][CH:10]=1)[CH2:6][CH3:7])C.[CH3:24][C:25]1[O:29][C:28]([C:30]2[CH:35]=[CH:34][C:33]([C:36]3[CH:41]=[CH:40][CH:39]=[CH:38][CH:37]=3)=[CH:32][CH:31]=2)=[N:27][C:26]=1[CH2:42][CH2:43]OS(C1C=CC(C)=CC=1)(=O)=O.C([O-])([O-])=O.[K+].[K+].[OH-].[Na+], predict the reaction product. The product is: [C:33]1([C:36]2[CH:37]=[CH:38][CH:39]=[CH:40][CH:41]=2)[CH:34]=[CH:35][C:30]([C:28]2[O:29][C:25]([CH3:24])=[C:26]([CH2:42][CH2:43][O:22][C:19]3[CH:20]=[CH:21][C:16]([CH2:15][C:5]([O:8][C:9]4[CH:14]=[CH:13][CH:12]=[CH:11][CH:10]=4)([CH2:6][CH3:7])[C:4]([OH:3])=[O:23])=[CH:17][CH:18]=3)[N:27]=2)=[CH:31][CH:32]=1. (7) Given the reactants Cl[C:2]1[N:7]=[C:6]([C:8]2[CH:13]=[CH:12][N:11]=[C:10]([Cl:14])[CH:9]=2)[CH:5]=[CH:4][N:3]=1.[O:15]1[CH2:19][CH2:18][CH:17]([CH2:20][NH2:21])[CH2:16]1, predict the reaction product. The product is: [Cl:14][C:10]1[CH:9]=[C:8]([C:6]2[CH:5]=[CH:4][N:3]=[C:2]([NH:21][CH2:20][CH:17]3[CH2:18][CH2:19][O:15][CH2:16]3)[N:7]=2)[CH:13]=[CH:12][N:11]=1. (8) Given the reactants [C:1]([NH:5][C:6]([N:8]1[CH2:13][CH2:12][N:11]2[C:14](Cl)=[C:15]([C:20]3[CH:25]=[CH:24][CH:23]=[CH:22][CH:21]=3)[C:16]([C:17]([NH2:19])=[O:18])=[C:10]2[CH2:9]1)=[O:7])([CH3:4])([CH3:3])[CH3:2].C([O-])=O.[NH4+], predict the reaction product. The product is: [C:1]([NH:5][C:6]([N:8]1[CH2:13][CH2:12][N:11]2[CH:14]=[C:15]([C:20]3[CH:25]=[CH:24][CH:23]=[CH:22][CH:21]=3)[C:16]([C:17]([NH2:19])=[O:18])=[C:10]2[CH2:9]1)=[O:7])([CH3:4])([CH3:2])[CH3:3]. (9) Given the reactants [C:1]([OH:9])(=[O:8])[C@H:2]([CH2:4][C:5]([OH:7])=[O:6])[OH:3].[F:10][C:11]1[CH:16]=[CH:15][CH:14]=[CH:13][C:12]=1[N:17]1[C:25]2[C:20](=[CH:21][CH:22]=[CH:23][CH:24]=2)[C:19]([O:26][CH:27]2[CH2:32][CH2:31][NH:30][CH2:29][CH2:28]2)=[N:18]1.N#N.CC(OC)(C)C, predict the reaction product. The product is: [C:1]([OH:9])(=[O:8])[C@H:2]([CH2:4][C:5]([OH:7])=[O:6])[OH:3].[F:10][C:11]1[CH:16]=[CH:15][CH:14]=[CH:13][C:12]=1[N:17]1[C:25]2[C:20](=[CH:21][CH:22]=[CH:23][CH:24]=2)[C:19]([O:26][CH:27]2[CH2:32][CH2:31][NH:30][CH2:29][CH2:28]2)=[N:18]1. (10) Given the reactants [NH:1]([C:3](=[O:22])[CH2:4][O:5][C:6]1[CH:21]=[CH:20][C:9]([C:10]([O:12]CC2C=CC=CC=2)=[O:11])=[CH:8][CH:7]=1)[NH2:2], predict the reaction product. The product is: [NH:1]([C:3](=[O:22])[CH2:4][O:5][C:6]1[CH:21]=[CH:20][C:9]([C:10]([OH:12])=[O:11])=[CH:8][CH:7]=1)[NH2:2].